This data is from Reaction yield outcomes from USPTO patents with 853,638 reactions. The task is: Predict the reaction yield, written as a fraction of the theoretical maximum amount of product (1.0 means a 100% yield; for example, 0.34 means a 34% yield). The reactants are [CH2:1]([O:8][C:9](=[O:17])[NH:10][C@H:11]([CH3:16])[CH2:12][CH2:13][CH:14]=[CH2:15])[C:2]1[CH:7]=[CH:6][CH:5]=[CH:4][CH:3]=1.[H-].[Na+].[CH2:20](Br)[CH:21]=[CH2:22].Cl. The catalyst is CN(C=O)C.O. The product is [CH2:1]([O:8][C:9](=[O:17])[N:10]([CH2:22][CH:21]=[CH2:20])[C@H:11]([CH3:16])[CH2:12][CH2:13][CH:14]=[CH2:15])[C:2]1[CH:7]=[CH:6][CH:5]=[CH:4][CH:3]=1. The yield is 0.950.